Dataset: Full USPTO retrosynthesis dataset with 1.9M reactions from patents (1976-2016). Task: Predict the reactants needed to synthesize the given product. (1) Given the product [CH3:16][CH:17]([CH2:20][N:12]1[CH:13]=[C:9]([B:4]2[O:5][C:6]([CH3:7])([CH3:8])[C:2]([CH3:14])([CH3:1])[O:3]2)[CH:10]=[N:11]1)[C:18]#[N:19], predict the reactants needed to synthesize it. The reactants are: [CH3:1][C:2]1([CH3:14])[C:6]([CH3:8])([CH3:7])[O:5][B:4]([C:9]2[CH:10]=[N:11][NH:12][CH:13]=2)[O:3]1.Cl[CH2:16][CH:17]([CH3:20])[C:18]#[N:19].C(=O)([O-])[O-].[Cs+].[Cs+]. (2) Given the product [C:1]([O:5][C:6]([N:8]1[C:16]2[C:11](=[C:12]([NH:24][C:25]3[CH:30]=[CH:29][C:28]([I:36])=[CH:27][C:26]=3[F:35])[C:13]([C:17]([O:19][C:20]([CH3:23])([CH3:22])[CH3:21])=[O:18])=[CH:14][CH:15]=2)[CH:10]=[N:9]1)=[O:7])([CH3:4])([CH3:3])[CH3:2], predict the reactants needed to synthesize it. The reactants are: [C:1]([O:5][C:6]([N:8]1[C:16]2[C:11](=[C:12]([NH:24][C:25]3[CH:30]=[CH:29][C:28]([Si](C)(C)C)=[CH:27][C:26]=3[F:35])[C:13]([C:17]([O:19][C:20]([CH3:23])([CH3:22])[CH3:21])=[O:18])=[CH:14][CH:15]=2)[CH:10]=[N:9]1)=[O:7])([CH3:4])([CH3:3])[CH3:2].[I:36]Cl. (3) Given the product [O:5]1[CH2:10][CH2:9][O:8][C:7]2[CH:11]=[C:12]([C:15]3[NH:16][C:17]4[N:18]([N:22]=[CH:23][C:24]=4[C:25]([NH:4][CH2:1][CH2:2][CH3:3])=[O:26])[C:19](=[O:21])[CH:20]=3)[CH:13]=[CH:14][C:6]1=2, predict the reactants needed to synthesize it. The reactants are: [CH2:1]([NH2:4])[CH2:2][CH3:3].[O:5]1[CH2:10][CH2:9][O:8][C:7]2[CH:11]=[C:12]([C:15]3[NH:16][C:17]4[N:18]([N:22]=[CH:23][C:24]=4[C:25](OCC)=[O:26])[C:19](=[O:21])[CH:20]=3)[CH:13]=[CH:14][C:6]1=2. (4) The reactants are: C(OC([C@H:8]1[NH:13][C:12]([CH3:18])([C:14]([NH:16][NH2:17])=[O:15])[CH2:11][C:10](=[O:19])[N:9]1[CH3:20])=O)(C)(C)C.[Cl:21][C:22]1[CH:23]=[C:24]([N:28]=[C:29]=O)[CH:25]=[CH:26][CH:27]=1.S(Cl)(C1C=CC(C)=CC=1)(=O)=O.CC[N:44](CC)CC. Given the product [Cl:21][C:22]1[CH:23]=[C:24]([NH:28][C:29]2[O:15][C:14]([C@@:12]3([CH3:18])[NH:13][C:8](=[NH:44])[N:9]([CH3:20])[C:10](=[O:19])[CH2:11]3)=[N:16][N:17]=2)[CH:25]=[CH:26][CH:27]=1, predict the reactants needed to synthesize it. (5) Given the product [Br:11][C:7]1[C:6]([O:12][CH3:13])=[C:5]([CH2:4][CH2:3][OH:2])[CH:10]=[CH:9][CH:8]=1, predict the reactants needed to synthesize it. The reactants are: C[O:2][C:3](=O)[CH2:4][C:5]1[CH:10]=[CH:9][CH:8]=[C:7]([Br:11])[C:6]=1[O:12][CH3:13].[Li+].[BH4-].CCOC(C)=O. (6) Given the product [OH:18][C@H:10]1[C@H:9]2[CH2:17][C@H:12]([C@@H:13]([C:14]([O:16][CH2:19][C:20]3[CH:25]=[CH:24][CH:23]=[CH:22][CH:21]=3)=[O:15])[N:8]2[C:6]([O:5][C:1]([CH3:4])([CH3:2])[CH3:3])=[O:7])[CH2:11]1, predict the reactants needed to synthesize it. The reactants are: [C:1]([O:5][C:6]([N:8]1[C@H:13]([C:14]([OH:16])=[O:15])[C@H:12]2[CH2:17][C@@H:9]1[C@H:10]([OH:18])[CH2:11]2)=[O:7])([CH3:4])([CH3:3])[CH3:2].[CH2:19](O)[C:20]1[CH:25]=[CH:24][CH:23]=[CH:22][CH:21]=1.C1(N=C=NC2CCCCC2)CCCCC1. (7) The reactants are: [CH3:1][C:2]1[C:8]([C:9]([O:11][CH3:12])=[O:10])=[C:7]([CH3:13])O[C:4](=[O:5])[CH:3]=1.Cl.[NH2:15][NH2:16]. Given the product [CH3:12][O:11][C:9]([C:8]1[C:2]([CH3:1])=[CH:3][C:4](=[O:5])[N:15]([NH2:16])[C:7]=1[CH3:13])=[O:10], predict the reactants needed to synthesize it. (8) Given the product [F:19][C:2]([F:1])([F:18])[C:3]1[CH:4]=[CH:5][C:6]([C:9]2[N:14]=[C:13]([CH2:15][OH:16])[CH:12]=[CH:11][N:10]=2)=[CH:7][CH:8]=1, predict the reactants needed to synthesize it. The reactants are: [F:1][C:2]([F:19])([F:18])[C:3]1[CH:8]=[CH:7][C:6]([C:9]2[N:14]=[C:13]([C:15](O)=[O:16])[CH:12]=[CH:11][N:10]=2)=[CH:5][CH:4]=1.CCN(CC)CC.ClC(OCC(C)C)=O.[BH4-].[Na+].